This data is from Forward reaction prediction with 1.9M reactions from USPTO patents (1976-2016). The task is: Predict the product of the given reaction. (1) Given the reactants [C:1]([O:5][C:6]([N:8]1[CH2:18][CH2:17][C:11]2[N:12]=[C:13]([NH2:16])[N:14]=[CH:15][C:10]=2[CH2:9]1)=[O:7])([CH3:4])([CH3:3])[CH3:2].[Cl:19][C:20]1[CH:21]=[C:22]([CH:26]=[CH:27][CH:28]=1)[C:23](Cl)=[O:24].[OH-].[Na+].C(Cl)Cl, predict the reaction product. The product is: [C:1]([O:5][C:6]([N:8]1[CH2:18][CH2:17][C:11]2[N:12]=[C:13]([NH:16][C:23](=[O:24])[C:22]3[CH:26]=[CH:27][CH:28]=[C:20]([Cl:19])[CH:21]=3)[N:14]=[CH:15][C:10]=2[CH2:9]1)=[O:7])([CH3:4])([CH3:2])[CH3:3]. (2) The product is: [F:24][C:12]([F:11])([F:23])[C:13]1[CH:14]=[CH:15][C:16]([S:19]([N:6]2[CH2:5][CH2:4][N:3]3[CH2:7][C@@H:8]([OH:10])[CH2:9][C@@H:2]3[CH2:1]2)(=[O:21])=[O:20])=[CH:17][CH:18]=1. Given the reactants [CH2:1]1[NH:6][CH2:5][CH2:4][N:3]2[CH2:7][C@@H:8]([OH:10])[CH2:9][C@H:2]12.[F:11][C:12]([F:24])([F:23])[C:13]1[CH:18]=[CH:17][C:16]([S:19](Cl)(=[O:21])=[O:20])=[CH:15][CH:14]=1.C(N(CC)CC)C, predict the reaction product. (3) Given the reactants [C:1]([O:5][C:6](=[O:25])[NH:7][C@H:8]([C:11]1[CH:16]=[CH:15][C:14]([O:17]CC2C=CC=CC=2)=[CH:13][CH:12]=1)[CH2:9][OH:10])([CH3:4])([CH3:3])[CH3:2], predict the reaction product. The product is: [C:1]([O:5][C:6](=[O:25])[NH:7][C@H:8]([C:11]1[CH:16]=[CH:15][C:14]([OH:17])=[CH:13][CH:12]=1)[CH2:9][OH:10])([CH3:4])([CH3:2])[CH3:3]. (4) Given the reactants [C:1]([O:5][C:6]([N:8]1[CH:13]([CH2:14][CH3:15])[CH2:12][CH:11]([N:16]([CH2:21][C:22]2[CH:27]=[C:26]([C:28]([F:31])([F:30])[F:29])[CH:25]=[C:24]([C:32]([F:35])([F:34])[F:33])[CH:23]=2)[C:17]([O:19][CH3:20])=[O:18])[CH2:10][CH:9]1[CH2:36][C:37]([OH:39])=O)=[O:7])([CH3:4])([CH3:3])[CH3:2].C[CH2:41][N:42](C(C)C)C(C)C.ClC(OCC(C)C)=O.CN, predict the reaction product. The product is: [C:1]([O:5][C:6]([N:8]1[CH:9]([CH2:36][C:37](=[O:39])[NH:42][CH3:41])[CH2:10][CH:11]([N:16]([CH2:21][C:22]2[CH:27]=[C:26]([C:28]([F:31])([F:29])[F:30])[CH:25]=[C:24]([C:32]([F:34])([F:33])[F:35])[CH:23]=2)[C:17]([O:19][CH3:20])=[O:18])[CH2:12][CH:13]1[CH2:14][CH3:15])=[O:7])([CH3:2])([CH3:3])[CH3:4].